This data is from Experimentally validated miRNA-target interactions with 360,000+ pairs, plus equal number of negative samples. The task is: Binary Classification. Given a miRNA mature sequence and a target amino acid sequence, predict their likelihood of interaction. The miRNA is hsa-miR-1286 with sequence UGCAGGACCAAGAUGAGCCCU. The protein sequence of the target gene is MGRAGTGTGGEAVAAVVAGPLLLLLLARPPPASAGYSGKSEVGLVSEHFSQAPQRLSFYSWYGSARLFRFRVPPDAVLLRWLLQVSRESGAACTDAEITVHFRSGAPPVINPLGTSFPDDTAVQPSFQVGVPLSTTPRSNASVNVSHPAPGDWFVAAHLPPSSQKIELKGLAPTCAYVFQPELLVTRVVEISIMEPDVPLPQTLLSHPSYLKVFVPDYTRELLLELRDCVSNGSLGCPVRLTVGPVTLPSNFQKVLTCTGAPWPCRLLLPSPPWDRWLQVTAESLVGPLGTVAFSAVAAL.... Result: 0 (no interaction).